From a dataset of NCI-60 drug combinations with 297,098 pairs across 59 cell lines. Regression. Given two drug SMILES strings and cell line genomic features, predict the synergy score measuring deviation from expected non-interaction effect. (1) Drug 1: CC1CCC2CC(C(=CC=CC=CC(CC(C(=O)C(C(C(=CC(C(=O)CC(OC(=O)C3CCCCN3C(=O)C(=O)C1(O2)O)C(C)CC4CCC(C(C4)OC)O)C)C)O)OC)C)C)C)OC. Drug 2: C1C(C(OC1N2C=NC(=NC2=O)N)CO)O. Cell line: SNB-75. Synergy scores: CSS=16.0, Synergy_ZIP=-2.97, Synergy_Bliss=-1.71, Synergy_Loewe=-11.3, Synergy_HSA=-1.92. (2) Drug 2: CC(C)(C#N)C1=CC(=CC(=C1)CN2C=NC=N2)C(C)(C)C#N. Synergy scores: CSS=3.97, Synergy_ZIP=1.91, Synergy_Bliss=5.55, Synergy_Loewe=0.251, Synergy_HSA=0.493. Drug 1: CC1CCC2CC(C(=CC=CC=CC(CC(C(=O)C(C(C(=CC(C(=O)CC(OC(=O)C3CCCCN3C(=O)C(=O)C1(O2)O)C(C)CC4CCC(C(C4)OC)OCCO)C)C)O)OC)C)C)C)OC. Cell line: MDA-MB-435.